This data is from Catalyst prediction with 721,799 reactions and 888 catalyst types from USPTO. The task is: Predict which catalyst facilitates the given reaction. (1) Reactant: [Li+].[OH-].[Cl:3][C:4]1[CH:5]=[C:6]([F:33])[C:7]([N:10]2[CH2:15][CH2:14][CH:13]([N:16]3[CH2:20][CH2:19][C@H:18]([O:21][C:22]4[CH:23]=[CH:24][C:25]([C:28]([O:30]C)=[O:29])=[N:26][CH:27]=4)[C:17]3=[O:32])[CH2:12][CH2:11]2)=[N:8][CH:9]=1. Product: [ClH:3].[Cl:3][C:4]1[CH:5]=[C:6]([F:33])[C:7]([N:10]2[CH2:15][CH2:14][CH:13]([N:16]3[CH2:20][CH2:19][C@H:18]([O:21][C:22]4[CH:23]=[CH:24][C:25]([C:28]([OH:30])=[O:29])=[N:26][CH:27]=4)[C:17]3=[O:32])[CH2:12][CH2:11]2)=[N:8][CH:9]=1. The catalyst class is: 1. (2) Reactant: [F:1][C:2]1[CH:26]=[CH:25][C:5]([CH2:6][N:7]2[C:11]3=[CH:12][N:13]=[C:14]([C:20]([O:22]CC)=[O:21])[C:15]([CH2:16][CH2:17][CH2:18][OH:19])=[C:10]3[CH:9]=[CH:8]2)=[CH:4][CH:3]=1.[OH-].[Na+].Cl. Product: [F:1][C:2]1[CH:3]=[CH:4][C:5]([CH2:6][N:7]2[C:11]3=[CH:12][N:13]=[C:14]([C:20]([OH:22])=[O:21])[C:15]([CH2:16][CH2:17][CH2:18][OH:19])=[C:10]3[CH:9]=[CH:8]2)=[CH:25][CH:26]=1. The catalyst class is: 24. (3) Product: [O:14]1[CH:15]=[CH:16][CH:17]=[C:13]1[C:10]1[CH:11]=[CH:12][C:7]([C:5]2[N:33]([C:30]3[CH:29]=[CH:28][C:27]([S:23]([NH2:24])(=[O:26])=[O:25])=[CH:32][CH:31]=3)[N:34]=[C:3]([C:2]([F:21])([F:20])[F:1])[CH:4]=2)=[CH:8][C:9]=1[CH3:18]. Reactant: [F:1][C:2]([F:21])([F:20])[C:3](=O)[CH2:4][C:5]([C:7]1[CH:12]=[CH:11][C:10]([C:13]2[O:14][CH:15]=[CH:16][CH:17]=2)=[C:9]([CH3:18])[CH:8]=1)=O.Cl.[S:23]([C:27]1[CH:32]=[CH:31][C:30]([NH:33][NH2:34])=[CH:29][CH:28]=1)(=[O:26])(=[O:25])[NH2:24]. The catalyst class is: 8. (4) Reactant: [NH2:1][C:2]1[CH:10]=[C:9]([Br:11])[C:8]([Cl:12])=[CH:7][C:3]=1[C:4](O)=[O:5].[H-].[Al+3].[Li+].[H-].[H-].[H-].O.[OH-].[Na+]. Product: [NH2:1][C:2]1[CH:10]=[C:9]([Br:11])[C:8]([Cl:12])=[CH:7][C:3]=1[CH2:4][OH:5]. The catalyst class is: 27. (5) Reactant: [Cl:1][C:2]1[CH:7]=[C:6](/[CH:8]=[CH:9]/[CH:10]([C:15]2[CH:20]=[C:19]([Cl:21])[C:18]([Cl:22])=[C:17]([Cl:23])[CH:16]=2)[C:11]([F:14])([F:13])[F:12])[CH:5]=[CH:4][C:3]=1[CH2:24][NH2:25].CCN(CC)CC.[CH2:33]([N:35]=[C:36]=[S:37])[CH3:34]. Product: [Cl:1][C:2]1[CH:7]=[C:6](/[CH:8]=[CH:9]/[CH:10]([C:15]2[CH:20]=[C:19]([Cl:21])[C:18]([Cl:22])=[C:17]([Cl:23])[CH:16]=2)[C:11]([F:14])([F:13])[F:12])[CH:5]=[CH:4][C:3]=1[CH2:24][NH:25][C:36]([NH:35][CH2:33][CH3:34])=[S:37]. The catalyst class is: 2. (6) Reactant: [NH2:1][C:2]1[CH:19]=[CH:18][C:5]2[CH2:6][CH2:7][N:8]([C:11]([O:13][C:14]([CH3:17])([CH3:16])[CH3:15])=[O:12])[CH2:9][CH2:10][C:4]=2[CH:3]=1.CCN(CC1C=CC=CC=1)CC.C=CC1C=CC=CC=1.C=CC1C=CC(C=C)=CC=1.[C:50](Cl)(=[O:52])[NH2:51].N1[CH2:59][CH2:58][O:57][CH2:56][CH2:55]1. Product: [N:51]1([C:50]([NH:1][C:2]2[CH:19]=[CH:18][C:5]3[CH2:6][CH2:7][N:8]([C:11]([O:13][C:14]([CH3:16])([CH3:15])[CH3:17])=[O:12])[CH2:9][CH2:10][C:4]=3[CH:3]=2)=[O:52])[CH2:59][CH2:58][O:57][CH2:56][CH2:55]1. The catalyst class is: 4. (7) Reactant: [CH2:1]([CH:4]1[CH2:9][CH2:8][CH:7]([CH2:10][OH:11])[CH2:6][CH2:5]1)[C:2]#[CH:3].N1C=CC=CC=1.[C:18](OC(=O)C)(=[O:20])[CH3:19]. Product: [C:18]([O:11][CH2:10][CH:7]1[CH2:8][CH2:9][CH:4]([CH2:1][C:2]#[CH:3])[CH2:5][CH2:6]1)(=[O:20])[CH3:19]. The catalyst class is: 3. (8) Product: [C:1]1([N:7]2[C:11]3[CH:12]=[C:13]([O:16][CH2:11][CH2:12][CH2:13][OH:16])[CH:14]=[CH:15][C:10]=3[N:9]=[C:8]2[C:17]2[CH:18]=[CH:19][CH:20]=[CH:21][CH:22]=2)[CH:6]=[CH:5][CH:4]=[CH:3][CH:2]=1. Reactant: [C:1]1([N:7]2[C:11]3[CH:12]=[C:13]([OH:16])[CH:14]=[CH:15][C:10]=3[N:9]=[C:8]2[C:17]2[CH:22]=[CH:21][CH:20]=[CH:19][CH:18]=2)[CH:6]=[CH:5][CH:4]=[CH:3][CH:2]=1. The catalyst class is: 5. (9) Reactant: [C:1]([OH:13])(=O)[C:2]1[CH:11]=[CH:10][C:9]2[C:4](=[CH:5][CH:6]=[CH:7][CH:8]=2)[N:3]=1.CN(C(ON1N=NC2C=CC=NC1=2)=[N+](C)C)C.F[P-](F)(F)(F)(F)F.C(N(C(C)C)CC)(C)C.[NH2:47][CH2:48][CH2:49][NH:50][C:51]1[N:56]=[C:55]([C:57]2[CH:62]=[CH:61][C:60]([Cl:63])=[CH:59][CH:58]=2)[N:54]=[C:53]([NH:64][CH2:65][CH2:66][NH:67][C:68](=[O:70])[CH3:69])[CH:52]=1. Product: [C:68]([NH:67][CH2:66][CH2:65][NH:64][C:53]1[N:54]=[C:55]([C:57]2[CH:62]=[CH:61][C:60]([Cl:63])=[CH:59][CH:58]=2)[N:56]=[C:51]([NH:50][CH2:49][CH2:48][NH:47][C:1]([C:2]2[CH:11]=[CH:10][C:9]3[C:4](=[CH:5][CH:6]=[CH:7][CH:8]=3)[N:3]=2)=[O:13])[CH:52]=1)(=[O:70])[CH3:69]. The catalyst class is: 37. (10) Reactant: [CH:1]1([C:4]2[NH:25][C:7]3[N:8]=[N:9][C:10]([CH2:12][CH2:13][CH2:14][CH2:15][N:16]4[CH:20]=[C:19]([C:21]([O:23]C)=[O:22])[N:18]=[N:17]4)=[CH:11][C:6]=3[C:5]=2[F:26])[CH2:3][CH2:2]1.[Li+].[OH-]. Product: [CH:1]1([C:4]2[NH:25][C:7]3[N:8]=[N:9][C:10]([CH2:12][CH2:13][CH2:14][CH2:15][N:16]4[CH:20]=[C:19]([C:21]([OH:23])=[O:22])[N:18]=[N:17]4)=[CH:11][C:6]=3[C:5]=2[F:26])[CH2:3][CH2:2]1. The catalyst class is: 20.